From a dataset of Reaction yield outcomes from USPTO patents with 853,638 reactions. Predict the reaction yield, written as a fraction of the theoretical maximum amount of product (1.0 means a 100% yield; for example, 0.34 means a 34% yield). (1) The reactants are O[CH:2]([CH:24]1[S:28][C:27](=[O:29])[N:26]=[C:25]1[NH:30][CH3:31])[C:3]1[CH:21]=[CH:20][C:6]([O:7][C:8]2[C:17]3[C:12](=[CH:13][CH:14]=[CH:15][CH:16]=3)[C:11]([C:18]#[N:19])=[CH:10][CH:9]=2)=[C:5]([O:22][CH3:23])[CH:4]=1.Cl.C(OCC)(=O)C. No catalyst specified. The product is [CH3:23][O:22][C:5]1[CH:4]=[C:3](/[CH:2]=[C:24]2/[C:25]([NH:30][CH3:31])=[N:26][C:27](=[O:29])[S:28]/2)[CH:21]=[CH:20][C:6]=1[O:7][C:8]1[C:17]2[C:12](=[CH:13][CH:14]=[CH:15][CH:16]=2)[C:11]([C:18]#[N:19])=[CH:10][CH:9]=1. The yield is 0.650. (2) The reactants are [C:1]([C:3]1[CH:4]=[C:5]2[C:10](=[CH:11][C:12]=1[O:13][C:14]1[CH:22]=[CH:21][C:17]([C:18]([OH:20])=O)=[CH:16][CH:15]=1)[O:9][CH2:8][CH2:7][CH:6]2[C:23]([O:25][CH3:26])=[O:24])#[N:2].[C:27]([CH:31]1[CH2:36][CH2:35][CH:34]([NH2:37])[CH2:33][CH2:32]1)([CH3:30])([CH3:29])[CH3:28]. No catalyst specified. The product is [C:27]([CH:31]1[CH2:32][CH2:33][CH:34]([NH:37][C:18]([C:17]2[CH:16]=[CH:15][C:14]([O:13][C:12]3[CH:11]=[C:10]4[C:5]([CH:6]([C:23]([O:25][CH3:26])=[O:24])[CH2:7][CH2:8][O:9]4)=[CH:4][C:3]=3[C:1]#[N:2])=[CH:22][CH:21]=2)=[O:20])[CH2:35][CH2:36]1)([CH3:30])([CH3:28])[CH3:29]. The yield is 0.970. (3) The product is [CH3:1][C:2]1([CH3:17])[CH2:3][CH:4]([C:6]([C:8]2[CH:9]=[CH:10][C:11]([C:12]([O:14][C:2]([CH3:5])([CH3:3])[CH3:1])=[O:13])=[CH:15][CH:16]=2)=[O:7])[CH2:5]1. The reactants are [CH3:1][C:2]1([CH3:17])[CH2:5][CH:4]([C:6]([C:8]2[CH:16]=[CH:15][C:11]([C:12]([OH:14])=[O:13])=[CH:10][CH:9]=2)=[O:7])[CH2:3]1. The catalyst is C(Cl)Cl. The yield is 0.570. (4) The reactants are [Br:1][C:2]1[CH:7]=[C:6]([C:8]([CH3:11])([CH3:10])[CH3:9])[CH:5]=[CH:4][C:3]=1[OH:12].C(N(CC)CC)C.[CH3:20][O:21][CH2:22][CH2:23][O:24][CH2:25]Cl.O. The catalyst is ClCCl. The product is [Br:1][C:2]1[CH:7]=[C:6]([C:8]([CH3:9])([CH3:11])[CH3:10])[CH:5]=[CH:4][C:3]=1[O:12][CH2:20][O:21][CH2:22][CH2:23][O:24][CH3:25]. The yield is 0.720. (5) The reactants are [NH2:1][C:2]1[C:3]2[N:4]([C:8]([C@H:12]3[CH2:17][CH2:16][C@H:15]([CH2:18][NH:19][C:20](=[O:29])[O:21][CH2:22][C:23]4[CH:28]=[CH:27][CH:26]=[CH:25][CH:24]=4)[CH2:14][CH2:13]3)=[N:9][C:10]=2I)[CH:5]=[CH:6][N:7]=1.C(OC([N:37]1[C:45]2[C:40](=[CH:41][CH:42]=[CH:43][CH:44]=2)[CH:39]=[C:38]1B(O)O)=O)(C)(C)C.O.C(=O)([O-])[O-].[Cs+].[Cs+]. The product is [NH3:1].[NH2:1][C:2]1[C:3]2[N:4]([C:8]([C@H:12]3[CH2:17][CH2:16][C@H:15]([CH2:18][NH:19][C:20](=[O:29])[O:21][CH2:22][C:23]4[CH:28]=[CH:27][CH:26]=[CH:25][CH:24]=4)[CH2:14][CH2:13]3)=[N:9][C:10]=2[C:38]2[NH:37][C:45]3[C:40]([CH:39]=2)=[CH:41][CH:42]=[CH:43][CH:44]=3)[CH:5]=[CH:6][N:7]=1. The catalyst is C1C=CC([P]([Pd]([P](C2C=CC=CC=2)(C2C=CC=CC=2)C2C=CC=CC=2)([P](C2C=CC=CC=2)(C2C=CC=CC=2)C2C=CC=CC=2)[P](C2C=CC=CC=2)(C2C=CC=CC=2)C2C=CC=CC=2)(C2C=CC=CC=2)C2C=CC=CC=2)=CC=1.COCCOC. The yield is 0.0500. (6) The reactants are [CH3:1][O:2][C:3](=[O:13])[CH2:4][C:5]1[C:6]([Cl:12])=[N:7][CH:8]=[N:9][C:10]=1[Cl:11].[CH3:14]I. The catalyst is C1COCC1. The product is [CH3:1][O:2][C:3](=[O:13])[CH:4]([C:5]1[C:6]([Cl:12])=[N:7][CH:8]=[N:9][C:10]=1[Cl:11])[CH3:14]. The yield is 0.830.